Dataset: Forward reaction prediction with 1.9M reactions from USPTO patents (1976-2016). Task: Predict the product of the given reaction. (1) Given the reactants C([O:8][C:9]1[C:13]([CH:14]([C:16]2[CH:21]=[CH:20][C:19]([O:22][CH3:23])=[CH:18][CH:17]=2)O)=[C:12]([C:24]2[CH:29]=[CH:28][C:27]([O:30][CH3:31])=[CH:26][CH:25]=2)[N:11]([CH:32]([CH3:34])[CH3:33])[N:10]=1)C1C=CC=CC=1.ClCCl, predict the reaction product. The product is: [CH:32]([N:11]1[C:12]([C:24]2[CH:25]=[CH:26][C:27]([O:30][CH3:31])=[CH:28][CH:29]=2)=[C:13]([CH2:14][C:16]2[CH:17]=[CH:18][C:19]([O:22][CH3:23])=[CH:20][CH:21]=2)[C:9](=[O:8])[NH:10]1)([CH3:33])[CH3:34]. (2) Given the reactants [NH4+].O[N:3]1C2C=CC=CC=2N=N1.Cl.C(N=C=NCCCN(C)C)C.[NH2:24][C:25]1[CH:34]=[C:33]([C:35]([O-:37])=O)[CH:32]=[CH:31][C:26]=1[C:27]([O:29][CH3:30])=[O:28], predict the reaction product. The product is: [NH2:24][C:25]1[CH:34]=[C:33]([C:35]([NH2:3])=[O:37])[CH:32]=[CH:31][C:26]=1[C:27]([O:29][CH3:30])=[O:28]. (3) Given the reactants [NH:1]1[CH:5]=[CH:4][N:3]=[C:2]1[CH:6]=[O:7].Br.Br[CH2:10][C:11]1[CH:16]=[CH:15][CH:14]=[CH:13][N:12]=1.C(N(CC)C(C)C)(C)C, predict the reaction product. The product is: [N:12]1[CH:13]=[CH:14][CH:15]=[CH:16][C:11]=1[CH2:10][N:1]1[CH:5]=[CH:4][N:3]=[C:2]1[CH:6]=[O:7]. (4) Given the reactants [NH2:1][C:2]1[C:10]([F:11])=[CH:9][C:8]([I:12])=[CH:7][C:3]=1[C:4]([OH:6])=[O:5].[C:13](Cl)(Cl)=[O:14], predict the reaction product. The product is: [F:11][C:10]1[C:2]2[NH:1][C:13](=[O:14])[O:5][C:4](=[O:6])[C:3]=2[CH:7]=[C:8]([I:12])[CH:9]=1.